From a dataset of Catalyst prediction with 721,799 reactions and 888 catalyst types from USPTO. Predict which catalyst facilitates the given reaction. Reactant: [C:1]([O:5][C:6]([N:8]1[CH:13]([CH3:14])[CH2:12][CH2:11][CH2:10][CH:9]1[C:15]([OH:17])=O)=[O:7])([CH3:4])([CH3:3])[CH3:2].ClC(OCC(C)C)=O.C(N(CC)CC)C.[C:33]([C:35]1[CH:36]=[C:37]([CH:42]=[CH:43][CH:44]=1)[C:38]([NH:40]O)=[NH:39])#[N:34]. Product: [C:1]([O:5][C:6]([N:8]1[CH:13]([CH3:14])[CH2:12][CH2:11][CH2:10][CH:9]1[C:15]1[O:17][N:40]=[C:38]([C:37]2[CH:42]=[CH:43][CH:44]=[C:35]([C:33]#[N:34])[CH:36]=2)[N:39]=1)=[O:7])([CH3:2])([CH3:3])[CH3:4]. The catalyst class is: 118.